Task: Regression. Given a peptide amino acid sequence and an MHC pseudo amino acid sequence, predict their binding affinity value. This is MHC class I binding data.. Dataset: Peptide-MHC class I binding affinity with 185,985 pairs from IEDB/IMGT (1) The peptide sequence is VTGLFKDCSK. The MHC is HLA-A33:01 with pseudo-sequence HLA-A33:01. The binding affinity (normalized) is 0. (2) The peptide sequence is FPLWNTEKI. The MHC is HLA-B18:01 with pseudo-sequence HLA-B18:01. The binding affinity (normalized) is 0.0847. (3) The peptide sequence is AAPPVAPA. The MHC is HLA-A02:03 with pseudo-sequence HLA-A02:03. The binding affinity (normalized) is 0.346.